Dataset: Reaction yield outcomes from USPTO patents with 853,638 reactions. Task: Predict the reaction yield, written as a fraction of the theoretical maximum amount of product (1.0 means a 100% yield; for example, 0.34 means a 34% yield). (1) The yield is 0.430. The product is [N:19]1([C@@H:2]2[CH2:6][CH2:5][N:4]([C:7]([O:9][C:10]([CH3:13])([CH3:12])[CH3:11])=[O:8])[C@@H:3]2[C:14]([O:16][CH2:17][CH3:18])=[O:15])[CH2:24][CH2:23][CH2:22][CH2:21][CH2:20]1. The reactants are O=[C:2]1[CH2:6][CH2:5][N:4]([C:7]([O:9][C:10]([CH3:13])([CH3:12])[CH3:11])=[O:8])[C@@H:3]1[C:14]([O:16][CH2:17][CH3:18])=[O:15].[NH:19]1[CH2:24][CH2:23][CH2:22][CH2:21][CH2:20]1.[Na].C(OB(OC(=O)C)OC(=O)C)(=O)C.C(=O)(O)[O-].[Na+]. The catalyst is ClCCl.C(O)(=O)C. (2) The reactants are [CH2:1]([N:3]([CH2:25][CH3:26])[C@H:4]1[CH2:7][C@H:6]([CH2:8][N:9]2[C:17]3[C:12](=[C:13]([C:19]([F:22])([F:21])[F:20])[CH:14]=[C:15]([I:18])[CH:16]=3)[C:11](=[O:23])[C:10]2=[O:24])[CH2:5]1)[CH3:2].[Cl:27][C:28]1[CH:33]=[C:32]([Cl:34])[CH:31]=[CH:30][C:29]=1[Mg]I.C(=O)(O)[O-].[Na+]. The catalyst is O1CCCC1.CCOCC. The product is [Cl:27][C:28]1[CH:33]=[C:32]([Cl:34])[CH:31]=[CH:30][C:29]=1[C:11]1([OH:23])[C:12]2[C:17](=[CH:16][C:15]([I:18])=[CH:14][C:13]=2[C:19]([F:21])([F:20])[F:22])[N:9]([CH2:8][C@H:6]2[CH2:5][C@H:4]([N:3]([CH2:1][CH3:2])[CH2:25][CH3:26])[CH2:7]2)[C:10]1=[O:24]. The yield is 0.860. (3) The reactants are Cl[CH2:2][CH2:3][CH2:4][N:5]1[C:10]2[CH:11]=[CH:12][CH:13]=[C:14]([F:15])[C:9]=2[O:8][CH2:7][C:6]1=[O:16].C([O-])([O-])=O.[K+].[K+].[Na+].[I-].[CH2:25]([CH:29]1[CH2:34][CH2:33][NH:32][CH2:31][CH2:30]1)[CH2:26][CH2:27][CH3:28]. The catalyst is C(Cl)Cl.CO. The product is [CH2:25]([CH:29]1[CH2:34][CH2:33][N:32]([CH2:2][CH2:3][CH2:4][N:5]2[C:10]3[CH:11]=[CH:12][CH:13]=[C:14]([F:15])[C:9]=3[O:8][CH2:7][C:6]2=[O:16])[CH2:31][CH2:30]1)[CH2:26][CH2:27][CH3:28]. The yield is 0.800. (4) The reactants are CN(C)[CH:3]=[CH:4][C:5]([C:7]1[N:11]([CH:12]([CH3:14])[CH3:13])[C:10]([CH3:15])=[N:9][CH:8]=1)=O.Cl.[NH2:18][C:19]([NH2:21])=[NH:20].C[O-].[Na+]. The catalyst is C(O)CCC. The product is [NH2:20][C:19]1[N:21]=[C:5]([C:7]2[N:11]([CH:12]([CH3:13])[CH3:14])[C:10]([CH3:15])=[N:9][CH:8]=2)[CH:4]=[CH:3][N:18]=1. The yield is 0.400.